From a dataset of Reaction yield outcomes from USPTO patents with 853,638 reactions. Predict the reaction yield, written as a fraction of the theoretical maximum amount of product (1.0 means a 100% yield; for example, 0.34 means a 34% yield). The reactants are Cl[C:2]1C=CC=C(C(OO)=O)C=1.[CH:12]([N:15]1[C:19](SC)=[N:18][N:17]=[C:16]1[C:22]1[CH:27]=[C:26]([CH:28]([CH3:30])[CH3:29])[C:25]([O:31][CH2:32][O:33][CH3:34])=[CH:24][C:23]=1[O:35][CH2:36][O:37][CH3:38])([CH3:14])[CH3:13].[S:39]([O-:43])([O-])(=[O:41])=S.[Na+].[Na+].C(=O)([O-])O.[Na+]. The catalyst is C(Cl)Cl. The product is [CH:12]([N:15]1[C:19]([S:39]([CH3:2])(=[O:43])=[O:41])=[N:18][N:17]=[C:16]1[C:22]1[CH:27]=[C:26]([CH:28]([CH3:29])[CH3:30])[C:25]([O:31][CH2:32][O:33][CH3:34])=[CH:24][C:23]=1[O:35][CH2:36][O:37][CH3:38])([CH3:13])[CH3:14]. The yield is 0.790.